From a dataset of Full USPTO retrosynthesis dataset with 1.9M reactions from patents (1976-2016). Predict the reactants needed to synthesize the given product. Given the product [C:20]([O:23][CH:24]1[CH:29]([O:30][C:31](=[O:33])[CH3:32])[CH:28]([O:34][C:35](=[O:37])[CH3:36])[CH:27]([CH2:38][O:39][C:40](=[O:42])[CH3:41])[O:26][CH:25]1[O:1][C:2]1[CH:6]=[C:5]([CH:7]([CH3:9])[CH3:8])[S:4][C:3]=1[C:10](=[O:11])[C:12]1[CH:13]=[CH:14][C:15]([O:18][CH3:19])=[CH:16][CH:17]=1)(=[O:22])[CH3:21], predict the reactants needed to synthesize it. The reactants are: [OH:1][C:2]1[CH:6]=[C:5]([CH:7]([CH3:9])[CH3:8])[S:4][C:3]=1[C:10]([C:12]1[CH:17]=[CH:16][C:15]([O:18][CH3:19])=[CH:14][CH:13]=1)=[O:11].[C:20]([O:23][CH:24]1[CH:29]([O:30][C:31](=[O:33])[CH3:32])[CH:28]([O:34][C:35](=[O:37])[CH3:36])[CH:27]([CH2:38][O:39][C:40](=[O:42])[CH3:41])[O:26][CH:25]1Br)(=[O:22])[CH3:21].C(=O)([O-])[O-].[K+].[K+].O.